From a dataset of Catalyst prediction with 721,799 reactions and 888 catalyst types from USPTO. Predict which catalyst facilitates the given reaction. (1) Reactant: Cl[C:2]1[CH:3]=[C:4]([C:9]2[N:13]3[C:14]4[N:22]=[C:21]([O:23][CH3:24])[CH:20]=[CH:19][C:15]=4[N:16]=[C:17]([CH3:18])[C:12]3=[C:11]([CH3:25])[N:10]=2)[CH:5]=[C:6](Cl)[CH:7]=1.[NH2:26][C:27](C1C=CC(B(O)O)=CC=1)=[O:28].C([O-])([O-])=O.[K+].[K+]. Product: [CH3:24][O:23][C:21]1[CH:20]=[CH:19][C:15]2[N:16]=[C:17]([CH3:18])[C:12]3[N:13]([C:9]([C:4]4[CH:5]=[CH:6][C:7]([C:27]([NH2:26])=[O:28])=[CH:2][CH:3]=4)=[N:10][C:11]=3[CH3:25])[C:14]=2[N:22]=1. The catalyst class is: 73. (2) Reactant: C(N(CC)CC)C.[CH2:8]=[C:9]1[CH2:32][CH:31]=[CH:30][C:29](=[CH2:33])[CH:10]1[CH2:11][O:12][C:13]1[CH:14]=[C:15]([C:19](=[O:28])[CH:20](Br)[CH2:21][C:22]([O:24][CH2:25][CH3:26])=[O:23])[CH:16]=[CH:17][CH:18]=1. Product: [CH3:33][C:29]1[CH:30]=[CH:31][CH:32]=[C:9]([CH3:8])[C:10]=1[CH2:11][O:12][C:13]1[CH:14]=[C:15]([C:19](=[O:28])[CH:20]=[CH:21][C:22]([O:24][CH2:25][CH3:26])=[O:23])[CH:16]=[CH:17][CH:18]=1. The catalyst class is: 53. (3) Reactant: [OH:1][B:2]1[C:6]2[CH:7]=[C:8](/[C:11](=[N:13]/O)/[CH3:12])[CH:9]=[CH:10][C:5]=2[C:4]([CH3:16])([CH3:15])[O:3]1. Product: [NH2:13][CH:11]([C:8]1[CH:9]=[CH:10][C:5]2[C:4]([CH3:15])([CH3:16])[O:3][B:2]([OH:1])[C:6]=2[CH:7]=1)[CH3:12]. The catalyst class is: 565. (4) Reactant: [CH3:1][C:2]1([C:15]([N:17]2[CH2:22][CH2:21][CH2:20][C@@H:19]([NH:23][C:24]3[C:32]4[C:27](=[N:28][CH:29]=[CH:30][C:31]=4[O:33][C:34]4[CH:39]=[CH:38][C:37]([C:40](=[O:49])[NH:41][C:42]5[CH:47]=[C:46]([CH3:48])[CH:45]=[CH:44][N:43]=5)=[CH:36][CH:35]=4)[NH:26][N:25]=3)[CH2:18]2)=[O:16])[CH2:7][CH2:6][N:5](C(OC(C)(C)C)=O)[CH2:4][CH2:3]1.Cl. Product: [CH3:1][C:2]1([C:15]([N:17]2[CH2:22][CH2:21][CH2:20][C@@H:19]([NH:23][C:24]3[C:32]4[C:27](=[N:28][CH:29]=[CH:30][C:31]=4[O:33][C:34]4[CH:39]=[CH:38][C:37]([C:40]([NH:41][C:42]5[CH:47]=[C:46]([CH3:48])[CH:45]=[CH:44][N:43]=5)=[O:49])=[CH:36][CH:35]=4)[NH:26][N:25]=3)[CH2:18]2)=[O:16])[CH2:3][CH2:4][NH:5][CH2:6][CH2:7]1. The catalyst class is: 71. (5) Reactant: [CH3:1][O:2][CH2:3][CH2:4][NH:5][CH2:6][C:7]1[CH:16]=[CH:15][C:10]([C:11]([O:13][CH3:14])=[O:12])=[CH:9][C:8]=1[C:17]([F:20])([F:19])[F:18].[C:21]([O:25][C:26](O[C:26]([O:25][C:21]([CH3:24])([CH3:23])[CH3:22])=[O:27])=[O:27])([CH3:24])([CH3:23])[CH3:22].C(N(CC)CC)C. Product: [C:21]([O:25][C:26]([N:5]([CH2:6][C:7]1[CH:16]=[CH:15][C:10]([C:11]([O:13][CH3:14])=[O:12])=[CH:9][C:8]=1[C:17]([F:19])([F:18])[F:20])[CH2:4][CH2:3][O:2][CH3:1])=[O:27])([CH3:24])([CH3:23])[CH3:22]. The catalyst class is: 4. (6) Reactant: [Cl:1][C:2]1[CH:3]=[C:4]([N:9]2[C:13]([C:14]3[CH:19]=[CH:18][CH:17]=[CH:16][CH:15]=3)=[CH:12][NH:11][C:10]2=[O:20])[CH:5]=[CH:6][C:7]=1[Cl:8].BrBr.[F:23][C:24]1[CH:31]=[CH:30][C:27]([CH2:28][NH2:29])=[CH:26][CH:25]=1. Product: [Cl:1][C:2]1[CH:3]=[C:4]([N:9]2[CH:13]([C:14]3[CH:19]=[CH:18][CH:17]=[CH:16][CH:15]=3)[C:12]([NH:29][CH2:28][C:27]3[CH:30]=[CH:31][C:24]([F:23])=[CH:25][CH:26]=3)=[N:11][C:10]2=[O:20])[CH:5]=[CH:6][C:7]=1[Cl:8]. The catalyst class is: 22.